From a dataset of Experimentally validated miRNA-target interactions with 360,000+ pairs, plus equal number of negative samples. Binary Classification. Given a miRNA mature sequence and a target amino acid sequence, predict their likelihood of interaction. (1) The miRNA is hsa-miR-186-3p with sequence GCCCAAAGGUGAAUUUUUUGGG. The protein sequence of the target gene is MPKSKRDKKVSLTKTAKKGLELKQNLIEELRKCVDTYKYLFIFSVANMRNSKLKDIRNAWKHSRMFFGKNKVMMVALGRSPSDEYKDNLHQVSKRLRGEVGLLFTNRTKEEVNEWFTKYTEMDYARAGNKAAFTVSLDPGPLEQFPHSMEPQLRQLGLPTALKRGVVTLLSDYEVCKEGDVLTPEQARVLKLFGYEMAEFKVTIKYMWDSQSGRFQQMGDDLPESASESTEESDSEDDD. Result: 1 (interaction). (2) The protein sequence of the target gene is MDNQCTVQVRLELGHRAQLRKKPTTEGFTHDWMVFVRGPEQCDIQHFVEKVVFWLHDSFPKPRRVCKEPPYKVEESGYAGFIMPIEVHFKNKEEPRKVCFTYDLFLNLEGNPPVNHLRCEKLTFNNPTTEFRYKLLRAGGVMVMPEGADTVSRPSPDYPMLPTIPLSAFSDPKKTKPSHGSKDANKESSKTSKPHKVTKEHRERPRKDSESKSSSKELEREQAKSSKDTSRKLGEGRLPKEEKAPPPKAAFKEPKMALKETKLESTSPKGGPPPPPPPPPRASSKRPATADSPKPSAKKQ.... The miRNA is hsa-miR-16-5p with sequence UAGCAGCACGUAAAUAUUGGCG. Result: 1 (interaction).